Dataset: Catalyst prediction with 721,799 reactions and 888 catalyst types from USPTO. Task: Predict which catalyst facilitates the given reaction. (1) Reactant: C(OC(=O)[NH:7][C:8]1[C:9]([C:13]2[CH:18]=[CH:17][C:16]([O:19][CH2:20][C:21]3[CH:26]=[CH:25][C:24]([S:27]([CH3:30])(=[O:29])=[O:28])=[CH:23][CH:22]=3)=[CH:15][CH:14]=2)=[N:10][O:11][CH:12]=1)(C)(C)C. Product: [CH3:30][S:27]([C:24]1[CH:23]=[CH:22][C:21]([CH2:20][O:19][C:16]2[CH:15]=[CH:14][C:13]([C:9]3[C:8]([NH2:7])=[CH:12][O:11][N:10]=3)=[CH:18][CH:17]=2)=[CH:26][CH:25]=1)(=[O:28])=[O:29]. The catalyst class is: 33. (2) Reactant: Cl[C:2]1[C:11]([CH3:12])=[C:10]([Cl:13])[C:9]2[C:4](=[CH:5][C:6]([F:15])=[CH:7][C:8]=2[F:14])[N:3]=1.[N:16]1([C:22]2[N:27]=[CH:26][C:25](B3OC(C)(C)C(C)(C)O3)=[CH:24][CH:23]=2)[CH2:21][CH2:20][CH2:19][CH2:18][CH2:17]1.C(=O)([O-])[O-].[K+].[K+]. Product: [Cl:13][C:10]1[C:9]2[C:4](=[CH:5][C:6]([F:15])=[CH:7][C:8]=2[F:14])[N:3]=[C:2]([C:25]2[CH:26]=[N:27][C:22]([N:16]3[CH2:17][CH2:18][CH2:19][CH2:20][CH2:21]3)=[CH:23][CH:24]=2)[C:11]=1[CH3:12]. The catalyst class is: 11. (3) Reactant: Br[CH2:2][C:3]1[CH:8]=[CH:7][C:6]([C:9]([NH:11][C:12]2[CH:17]=[C:16]([C:18]3[S:19][CH:20]=[CH:21][CH:22]=3)[CH:15]=[CH:14][C:13]=2[NH:23][C:24](=[O:30])[O:25][C:26]([CH3:29])([CH3:28])[CH3:27])=[O:10])=[CH:5][CH:4]=1.C(O)(=O)C(O)=O.[NH2:37][CH2:38][P:39](=[O:46])([O:43][CH2:44][CH3:45])[O:40][CH2:41][CH3:42].CCN(C(C)C)C(C)C.O. Product: [CH3:29][C:26]([O:25][C:24]([NH:23][C:13]1[CH:14]=[CH:15][C:16]([C:18]2[S:19][CH:20]=[CH:21][CH:22]=2)=[CH:17][C:12]=1[NH:11][C:9]([C:6]1[CH:5]=[CH:4][C:3]([CH2:2][NH:37][CH2:38][P:39](=[O:46])([O:43][CH2:44][CH3:45])[O:40][CH2:41][CH3:42])=[CH:8][CH:7]=1)=[O:10])=[O:30])([CH3:27])[CH3:28]. The catalyst class is: 3. (4) Reactant: F[C:2]1[CH:7]=[CH:6][C:5]([N+:8]([O-:10])=[O:9])=[C:4]([CH3:11])[CH:3]=1.[CH3:12][S:13]([C:16]1[N:21]=[CH:20][C:19]([OH:22])=[CH:18][CH:17]=1)(=[O:15])=[O:14].C(=O)([O-])[O-].[K+].[K+]. Product: [CH3:11][C:4]1[CH:3]=[C:2]([CH:7]=[CH:6][C:5]=1[N+:8]([O-:10])=[O:9])[O:22][C:19]1[CH:18]=[CH:17][C:16]([S:13]([CH3:12])(=[O:15])=[O:14])=[N:21][CH:20]=1. The catalyst class is: 9. (5) Reactant: [O:1]=[C:2]1[C:7]2[CH:8]=[CH:9][CH:10]=[CH:11][C:6]=2[S:5][C:4]([C:12]2[N:17]=[C:16]([CH2:18][CH2:19][CH2:20][CH2:21][CH2:22][CH2:23][C:24]([O:26]CC[Si](C)(C)C)=[O:25])[CH:15]=[CH:14][CH:13]=2)=[N:3]1.[F-].C([N+](CCCC)(CCCC)CCCC)CCC.O1CCCC1. Product: [O:1]=[C:2]1[C:7]2[CH:8]=[CH:9][CH:10]=[CH:11][C:6]=2[S:5][C:4]([C:12]2[N:17]=[C:16]([CH2:18][CH2:19][CH2:20][CH2:21][CH2:22][CH2:23][C:24]([OH:26])=[O:25])[CH:15]=[CH:14][CH:13]=2)=[N:3]1. The catalyst class is: 9. (6) Reactant: [CH3:1][CH:2]([CH3:6])[C:3](=[NH:5])[NH2:4].Cl.[F:8][C:9]1[CH:10]=[C:11]([NH:16][C:17]([C:19]2[CH:20]=[C:21]([S:26](Cl)(=[O:28])=[O:27])[CH:22]=[CH:23][C:24]=2[F:25])=[O:18])[CH:12]=[CH:13][C:14]=1[F:15]. Product: [F:8][C:9]1[CH:10]=[C:11]([NH:16][C:17](=[O:18])[C:19]2[CH:20]=[C:21]([S:26](=[O:28])(=[O:27])[NH:5][C:3](=[NH:4])[CH:2]([CH3:6])[CH3:1])[CH:22]=[CH:23][C:24]=2[F:25])[CH:12]=[CH:13][C:14]=1[F:15]. The catalyst class is: 464. (7) Reactant: C(O)(C(F)(F)F)=O.[Cl:8][C:9]1[CH:10]=[C:11]([NH:21][C:22]2[CH:27]=[C:26]([O:28][C:29]3[C:38]4[C:33](=[CH:34][CH:35]=[CH:36][CH:37]=4)[C:32]([NH:39]C(=O)OC(C)(C)C)=[CH:31][CH:30]=3)[CH:25]=[CH:24][N:23]=2)[CH:12]=[CH:13][C:14]=1[P:15]([O:18][CH2:19][CH3:20])([CH3:17])=[O:16]. Product: [NH2:39][C:32]1[C:33]2[C:38](=[CH:37][CH:36]=[CH:35][CH:34]=2)[C:29]([O:28][C:26]2[CH:25]=[CH:24][N:23]=[C:22]([NH:21][C:11]3[CH:12]=[CH:13][C:14]([P:15]([CH3:17])(=[O:16])[O:18][CH2:19][CH3:20])=[C:9]([Cl:8])[CH:10]=3)[CH:27]=2)=[CH:30][CH:31]=1. The catalyst class is: 2.